From a dataset of Reaction yield outcomes from USPTO patents with 853,638 reactions. Predict the reaction yield, written as a fraction of the theoretical maximum amount of product (1.0 means a 100% yield; for example, 0.34 means a 34% yield). (1) The reactants are C(=O)([O-])O.[Na+].[NH2:6][CH2:7][CH2:8][OH:9].[I:10][C:11]1[CH:19]=[CH:18][CH:17]=[CH:16][C:12]=1[C:13](Cl)=[O:14]. The catalyst is C(OCC)(=O)C.O. The product is [OH:9][CH2:8][CH2:7][NH:6][C:13](=[O:14])[C:12]1[CH:16]=[CH:17][CH:18]=[CH:19][C:11]=1[I:10]. The yield is 0.876. (2) The reactants are [CH3:1][S:2][C:3]1[CH:4]=[C:5]([C:9](=[N:16][O:17][CH2:18][C:19]2[N:24]=[C:23]([N:25]3C(=O)C4C(=CC=CC=4)C3=O)[CH:22]=[CH:21][CH:20]=2)[C:10]2[N:14]([CH3:15])[N:13]=[N:12][N:11]=2)[CH:6]=[CH:7][CH:8]=1.O.NN. The catalyst is C1COCC1. The product is [CH3:1][S:2][C:3]1[CH:4]=[C:5]([C:9](=[N:16][O:17][CH2:18][C:19]2[N:24]=[C:23]([NH2:25])[CH:22]=[CH:21][CH:20]=2)[C:10]2[N:14]([CH3:15])[N:13]=[N:12][N:11]=2)[CH:6]=[CH:7][CH:8]=1. The yield is 0.770. (3) The yield is 0.600. The reactants are [N:1]1[N:8]2[C:4]([O:5][C:6]3[CH2:12][O:11][CH2:10][CH2:9][C:7]=32)=[CH:3][C:2]=1[C:13]([O-])=[O:14].[BH4-].[Li+].CO. The product is [N:1]1[N:8]2[C:4]([O:5][C:6]3[CH2:12][O:11][CH2:10][CH2:9][C:7]=32)=[CH:3][C:2]=1[CH2:13][OH:14]. The catalyst is C1COCC1. (4) The reactants are [S:1]1[C:5]2[CH:6]=[CH:7][CH:8]=[CH:9][C:4]=2[C:3]([N:10]2[CH2:15][CH2:14][N:13]([C:16](=O)[CH2:17][C:18]3[CH:23]=[C:22]([F:24])[CH:21]=[CH:20][C:19]=3[N+:25]([O-:27])=[O:26])[CH2:12][CH2:11]2)=[N:2]1.C(=O)(O)[O-].[Na+]. The catalyst is C1(C)C=CC=CC=1. The product is [F:24][C:22]1[CH:21]=[CH:20][C:19]([N+:25]([O-:27])=[O:26])=[C:18]([CH2:17][CH2:16][N:13]2[CH2:12][CH2:11][N:10]([C:3]3[C:4]4[CH:9]=[CH:8][CH:7]=[CH:6][C:5]=4[S:1][N:2]=3)[CH2:15][CH2:14]2)[CH:23]=1. The yield is 0.490. (5) The reactants are [CH3:1][O:2][C:3]1[CH:8]=[CH:7][CH:6]=[CH:5][C:4]=1[C:9]1[NH:10][C:11]2[C:16]([CH:17]=1)=[CH:15][C:14]([CH:18]1[CH2:23][CH2:22][NH:21][CH2:20][CH2:19]1)=[CH:13][CH:12]=2.O=[C:25]1[CH2:29][CH2:28][N:27](C(OC(C)(C)C)=O)[CH2:26]1.[Na].C(O)(=O)C. The catalyst is ClCCl. The product is [CH3:1][O:2][C:3]1[CH:8]=[CH:7][CH:6]=[CH:5][C:4]=1[C:9]1[NH:10][C:11]2[C:16]([CH:17]=1)=[CH:15][C:14]([CH:18]1[CH2:23][CH2:22][N:21]([CH:25]3[CH2:29][CH2:28][NH:27][CH2:26]3)[CH2:20][CH2:19]1)=[CH:13][CH:12]=2. The yield is 0.710. (6) The reactants are [CH3:1][O:2][C:3]1[N:8]=[C:7]([O:9][CH3:10])[C:6](B(O)O)=[CH:5][N:4]=1.[F:14][C:15]1[C:20](Br)=[CH:19][C:18]([CH3:22])=[CH:17][N:16]=1.C([O-])([O-])=O.[Na+].[Na+].C1C=CC(P(C2C=CC=CC=2)C2C=CC=CC=2)=CC=1. The catalyst is C(O)CC.CC([O-])=O.CC([O-])=O.[Pd+2]. The product is [F:14][C:15]1[C:20]([C:6]2[C:7]([O:9][CH3:10])=[N:8][C:3]([O:2][CH3:1])=[N:4][CH:5]=2)=[CH:19][C:18]([CH3:22])=[CH:17][N:16]=1. The yield is 0.310.